Dataset: Full USPTO retrosynthesis dataset with 1.9M reactions from patents (1976-2016). Task: Predict the reactants needed to synthesize the given product. (1) Given the product [F:1][C:2]1[CH:24]=[CH:23][C:5]([CH2:6][C@@H:7]2[CH2:12][C@@H:11]([C:13]3[O:17][NH:16][C:15](=[O:18])[CH:14]=3)[CH2:10][CH2:9][NH:8]2)=[CH:4][CH:3]=1, predict the reactants needed to synthesize it. The reactants are: [F:1][C:2]1[CH:24]=[CH:23][C:5]([CH2:6][C@@H:7]2[CH2:12][C@@H:11]([C:13]3[O:17][NH:16][C:15](=[O:18])[CH:14]=3)[CH2:10][CH2:9][N:8]2C(OC)=O)=[CH:4][CH:3]=1.Br. (2) The reactants are: [SH:1][C:2]1[CH:3]=[C:4]([C:8]2([OH:13])[CH2:12][CH2:11][CH2:10][CH2:9]2)[CH:5]=[CH:6][CH:7]=1.FC(F)(F)C(C1C=CC=C(S)C=1)([OH:19])CC. Given the product [SH:1][C:2]1[CH:3]=[C:4]([C:8]2([OH:13])[CH2:12][CH2:11][O:19][CH2:10][CH2:9]2)[CH:5]=[CH:6][CH:7]=1, predict the reactants needed to synthesize it. (3) Given the product [CH2:24]([C:28]12[CH2:42][CH2:43][C:44](=[O:48])[C:45]([CH2:46][CH3:47])=[C:29]1[C:30]1[C:35](=[C:34]([Cl:37])[C:33]([O:38][CH3:39])=[C:32]([F:40])[CH:31]=1)[CH2:36]2)[CH2:25][CH2:26][CH3:27], predict the reactants needed to synthesize it. The reactants are: C(C(CCC)=O)=C.N12CCCN=C1CCCCC2.C[O-].[Na+].CO.[CH2:24]([C:28]1([CH2:42][CH2:43][C:44](=[O:48])[CH2:45][CH2:46][CH3:47])[CH2:36][C:35]2[C:30](=[CH:31][C:32]([F:40])=[C:33]([O:38][CH3:39])[C:34]=2[Cl:37])[C:29]1=O)[CH2:25][CH2:26][CH3:27].Cl. (4) Given the product [CH3:31][N:22]1[C:23]2[C:28](=[CH:27][N:26]=[C:25]([CH3:30])[CH:24]=2)[CH:29]=[C:20]([C:18]2[CH:19]=[C:14]([NH:11]/[C:12](/[S:13][CH3:34])=[CH:7]/[C:6](=[O:8])[C:2]3[S:1][CH:5]=[CH:4][N:3]=3)[CH:15]=[CH:16][C:17]=2[CH3:33])[C:21]1=[O:32], predict the reactants needed to synthesize it. The reactants are: [S:1]1[CH:5]=[CH:4][N:3]=[C:2]1[C:6](=[O:8])[CH3:7].[H-].[Na+].[N:11]([C:14]1[CH:15]=[CH:16][C:17]([CH3:33])=[C:18]([C:20]2[C:21](=[O:32])[N:22]([CH3:31])[C:23]3[C:28]([CH:29]=2)=[CH:27][N:26]=[C:25]([CH3:30])[CH:24]=3)[CH:19]=1)=[C:12]=[S:13].[CH3:34]I.